Dataset: Aqueous solubility values for 9,982 compounds from the AqSolDB database. Task: Regression/Classification. Given a drug SMILES string, predict its absorption, distribution, metabolism, or excretion properties. Task type varies by dataset: regression for continuous measurements (e.g., permeability, clearance, half-life) or binary classification for categorical outcomes (e.g., BBB penetration, CYP inhibition). For this dataset (solubility_aqsoldb), we predict Y. (1) The compound is Cc1ccc(N)c(Cl)c1O. The Y is -1.48 log mol/L. (2) The molecule is CC=CC=CC(=O)O. The Y is -1.77 log mol/L. (3) The drug is COc1ccc(C(=O)c2cccc(C)c2)cc1C. The Y is -5.08 log mol/L. (4) The molecule is O=C(CCCN1CCC(O)(c2ccccc2)CC1)c1ccc(F)cc1. The Y is -4.12 log mol/L. (5) The molecule is Oc1cccc2cncnc12. The Y is -2.04 log mol/L. (6) The molecule is CCC(C)(CC)OC(N)=O. The Y is -1.56 log mol/L.